Dataset: Reaction yield outcomes from USPTO patents with 853,638 reactions. Task: Predict the reaction yield, written as a fraction of the theoretical maximum amount of product (1.0 means a 100% yield; for example, 0.34 means a 34% yield). The reactants are C([O:3][C:4]([C:6]1[CH:7]=[N:8][C:9]2[C:14]([C:15]=1[OH:16])=[CH:13][CH:12]=[CH:11][CH:10]=2)=[O:5])C. The catalyst is [OH-].[Na+]. The product is [O:16]=[C:15]1[C:14]2[C:9](=[CH:10][CH:11]=[CH:12][CH:13]=2)[NH:8][CH:7]=[C:6]1[C:4]([OH:5])=[O:3]. The yield is 0.920.